From a dataset of Experimental lipophilicity measurements (octanol/water distribution) for 4,200 compounds from AstraZeneca. Regression/Classification. Given a drug SMILES string, predict its absorption, distribution, metabolism, or excretion properties. Task type varies by dataset: regression for continuous measurements (e.g., permeability, clearance, half-life) or binary classification for categorical outcomes (e.g., BBB penetration, CYP inhibition). For this dataset (lipophilicity_astrazeneca), we predict Y. (1) The molecule is CCN(C(=O)Cc1ccc(S(C)(=O)=O)cc1)C1CCN(CCC(c2ccccc2)c2ccccc2)CC1. The Y is 3.00 logD. (2) The compound is Nc1ccc(C2(c3ccc(N)cc3)CCCCC2)cc1. The Y is 3.20 logD. (3) The compound is NC(=O)c1ccc(Br)cc1. The Y is 1.75 logD. (4) The Y is 3.40 logD. The drug is Cc1ccc(Oc2ccc(Nc3ncnc4[nH]nc(OCCN5CCC(O)CC5)c34)cc2Cl)cn1. (5) The drug is Clc1ccccc1CNC[C@H]1CC[C@H](CNCc2ccccc2Cl)CC1. The Y is 2.74 logD. (6) The molecule is Cc1ccc(NC(=O)c2ccnc(N3CCOCC3)c2)cc1Nc1ccnc(OC2CCN(C)CC2)n1. The Y is 1.80 logD.